From a dataset of Forward reaction prediction with 1.9M reactions from USPTO patents (1976-2016). Predict the product of the given reaction. Given the reactants Br[C:2]1[CH:3]=[C:4]([CH:7]=[CH:8][CH:9]=1)[C:5]#[N:6].[CH2:10]([Sn](CCCC)(CCCC)CC=C)[CH2:11][CH2:12]C.[Li+].[Cl-], predict the reaction product. The product is: [CH2:12]([C:2]1[CH:3]=[C:4]([CH:7]=[CH:8][CH:9]=1)[C:5]#[N:6])[CH:11]=[CH2:10].